From a dataset of Catalyst prediction with 721,799 reactions and 888 catalyst types from USPTO. Predict which catalyst facilitates the given reaction. (1) Reactant: [Si:1]([O:8][C@@H:9]([C:25]1[CH:30]=[CH:29][CH:28]=[CH:27][C:26]=1[C:31]1[CH:36]=[CH:35][C:34]([Cl:37])=[CH:33][CH:32]=1)[CH:10]1[CH2:15][CH2:14][N:13]([C:16]2[CH:24]=[CH:23][C:19]([C:20](O)=[O:21])=[CH:18][CH:17]=2)[CH2:12][CH2:11]1)([C:4]([CH3:7])([CH3:6])[CH3:5])([CH3:3])[CH3:2].[Si:38]([O:55][CH2:56][CH2:57][N:58]1[CH2:63][CH2:62][N:61]([CH2:64][CH2:65][C@@H:66]([NH:75][C:76]2[CH:81]=[CH:80][C:79]([S:82]([NH2:85])(=[O:84])=[O:83])=[CH:78][C:77]=2[S:86]([C:89]([F:92])([F:91])[F:90])(=[O:88])=[O:87])[CH2:67][S:68][C:69]2[CH:74]=[CH:73][CH:72]=[CH:71][CH:70]=2)[CH2:60][CH2:59]1)([C:51]([CH3:54])([CH3:53])[CH3:52])([C:45]1[CH:50]=[CH:49][CH:48]=[CH:47][CH:46]=1)[C:39]1[CH:44]=[CH:43][CH:42]=[CH:41][CH:40]=1.C(Cl)CCl. Product: [Si:1]([O:8][C@@H:9]([C:25]1[CH:30]=[CH:29][CH:28]=[CH:27][C:26]=1[C:31]1[CH:36]=[CH:35][C:34]([Cl:37])=[CH:33][CH:32]=1)[CH:10]1[CH2:15][CH2:14][N:13]([C:16]2[CH:24]=[CH:23][C:19]([C:20]([NH:85][S:82]([C:79]3[CH:80]=[CH:81][C:76]([NH:75][C@H:66]([CH2:65][CH2:64][N:61]4[CH2:62][CH2:63][N:58]([CH2:57][CH2:56][O:55][Si:38]([C:51]([CH3:52])([CH3:53])[CH3:54])([C:45]5[CH:46]=[CH:47][CH:48]=[CH:49][CH:50]=5)[C:39]5[CH:44]=[CH:43][CH:42]=[CH:41][CH:40]=5)[CH2:59][CH2:60]4)[CH2:67][S:68][C:69]4[CH:74]=[CH:73][CH:72]=[CH:71][CH:70]=4)=[C:77]([S:86]([C:89]([F:90])([F:92])[F:91])(=[O:87])=[O:88])[CH:78]=3)(=[O:83])=[O:84])=[O:21])=[CH:18][CH:17]=2)[CH2:12][CH2:11]1)([C:4]([CH3:7])([CH3:6])[CH3:5])([CH3:3])[CH3:2]. The catalyst class is: 142. (2) Reactant: [N+:1]([C:4]1[N:5]([CH2:9][O:10][CH2:11][CH2:12][Si:13]([CH3:16])([CH3:15])[CH3:14])[CH:6]=[CH:7][N:8]=1)([O-])=O. Product: [CH3:14][Si:13]([CH3:16])([CH3:15])[CH2:12][CH2:11][O:10][CH2:9][N:5]1[CH:6]=[CH:7][N:8]=[C:4]1[NH2:1]. The catalyst class is: 43. (3) Reactant: [I:1][C:2]1[N:6]2[CH:7]=[C:8]([C:11]3[CH:21]=[CH:20][C:14]([C:15]([O:17]CC)=[O:16])=[CH:13][CH:12]=3)[N:9]=[CH:10][C:5]2=[N:4][CH:3]=1.O[Li].O. Product: [I:1][C:2]1[N:6]2[CH:7]=[C:8]([C:11]3[CH:12]=[CH:13][C:14]([C:15]([OH:17])=[O:16])=[CH:20][CH:21]=3)[N:9]=[CH:10][C:5]2=[N:4][CH:3]=1. The catalyst class is: 87. (4) Reactant: [CH3:1][C:2]1[O:6][N:5]=[C:4]([CH2:7]OS(C)(=O)=O)[CH:3]=1.[O:13]1[CH:17]=[CH:16][CH:15]=[C:14]1[C:18]1[N:34]=[C:21]2[N:22]=[C:23]([NH:27][CH2:28][CH:29]3[CH2:33][CH2:32][CH2:31][NH:30]3)[N:24]=[C:25]([NH2:26])[N:20]2[N:19]=1.[CH3:35]CN(CC)CC. Product: [CH3:7][C:4]1[C:3]([CH2:35][N:30]2[CH2:31][CH2:32][CH2:33][CH:29]2[CH2:28][NH:27][C:23]2[N:24]=[C:25]([NH2:26])[N:20]3[N:19]=[C:18]([C:14]4[O:13][CH:17]=[CH:16][CH:15]=4)[N:34]=[C:21]3[N:22]=2)=[C:2]([CH3:1])[O:6][N:5]=1. The catalyst class is: 23. (5) The catalyst class is: 853. Product: [O:1]1[C:5]2[CH:6]=[CH:7][C:8]([C:10]3([C:13]([NH:15][C:16]4[N:17]=[C:18]([C:29]5[CH:30]=[N:31][C:26]([O:25][CH3:24])=[CH:27][CH:28]=5)[C:19]([CH3:22])=[CH:20][CH:21]=4)=[O:14])[CH2:12][CH2:11]3)=[CH:9][C:4]=2[O:3][CH2:2]1. Reactant: [O:1]1[C:5]2[CH:6]=[CH:7][C:8]([C:10]3([C:13]([NH:15][C:16]4[CH:21]=[CH:20][C:19]([CH3:22])=[C:18](Cl)[N:17]=4)=[O:14])[CH2:12][CH2:11]3)=[CH:9][C:4]=2[O:3][CH2:2]1.[CH3:24][O:25][C:26]1[N:31]=[CH:30][C:29](B(O)O)=[CH:28][CH:27]=1.C(=O)([O-])[O-].[Na+].[Na+]. (6) Reactant: C([O:4][CH2:5][C:6]([C:8]1[N:9]=[CH:10][N:11]2[CH:15]=[CH:14][S:13][C:12]=12)=[O:7])(=O)C.C(=O)([O-])[O-].[K+].[K+]. Product: [OH:4][CH2:5][C:6]([C:8]1[N:9]=[CH:10][N:11]2[CH:15]=[CH:14][S:13][C:12]=12)=[O:7]. The catalyst class is: 24. (7) Reactant: Cl.[CH3:2][C:3]1[CH:4]=[CH:5][C:6]2[CH2:7][NH:8][C@@H:9]3[C@@H:14]([C:15]=2[CH:16]=1)[C:13]1[CH:17]=[C:18]([O:23]C)[C:19]([O:21]C)=[CH:20][C:12]=1[CH2:11][CH2:10]3.C(=O)(O)[O-].B(Br)(Br)Br.[Cl:33]CCl. Product: [ClH:33].[CH3:2][C:3]1[CH:4]=[CH:5][C:6]2[CH2:7][NH:8][C@@H:9]3[C@@H:14]([C:15]=2[CH:16]=1)[C:13]1[CH:17]=[C:18]([OH:23])[C:19]([OH:21])=[CH:20][C:12]=1[CH2:11][CH2:10]3. The catalyst class is: 6. (8) Reactant: [Cl:1][C:2]1[C:7]([C:8]([NH2:10])=O)=[CH:6][N:5]=[C:4]2[CH:11]=[CH:12][S:13][C:3]=12.N1C(Cl)=NC(Cl)=NC=1Cl. Product: [Cl:1][C:2]1[C:7]([C:8]#[N:10])=[CH:6][N:5]=[C:4]2[CH:11]=[CH:12][S:13][C:3]=12. The catalyst class is: 9.